From a dataset of NCI-60 drug combinations with 297,098 pairs across 59 cell lines. Regression. Given two drug SMILES strings and cell line genomic features, predict the synergy score measuring deviation from expected non-interaction effect. (1) Drug 1: C1=CC(=CC=C1CCC2=CNC3=C2C(=O)NC(=N3)N)C(=O)NC(CCC(=O)O)C(=O)O. Drug 2: CS(=O)(=O)OCCCCOS(=O)(=O)C. Cell line: SK-MEL-5. Synergy scores: CSS=11.2, Synergy_ZIP=2.03, Synergy_Bliss=9.51, Synergy_Loewe=-0.0624, Synergy_HSA=7.18. (2) Drug 1: C1CCC(C1)C(CC#N)N2C=C(C=N2)C3=C4C=CNC4=NC=N3. Drug 2: C1C(C(OC1N2C=NC3=C(N=C(N=C32)Cl)N)CO)O. Cell line: SW-620. Synergy scores: CSS=26.8, Synergy_ZIP=-3.19, Synergy_Bliss=2.07, Synergy_Loewe=-13.7, Synergy_HSA=-0.0564.